This data is from Forward reaction prediction with 1.9M reactions from USPTO patents (1976-2016). The task is: Predict the product of the given reaction. The product is: [Br:1][C:2]1[CH:3]=[CH:4][C:5]([CH2:15][CH2:16][C:17]2[CH:22]=[CH:21][CH:20]=[CH:19][CH:18]=2)=[C:6]([CH:14]=1)[CH:7]=[O:29]. Given the reactants [Br:1][C:2]1[CH:3]=[CH:4][C:5]([CH2:15][CH2:16][C:17]2[CH:22]=[CH:21][CH:20]=[CH:19][CH:18]=2)=[C:6]([CH:14]=1)[CH2:7]NC(C)(C)CO.ClN1C(=[O:29])CCC1=O, predict the reaction product.